The task is: Predict the product of the given reaction.. This data is from Forward reaction prediction with 1.9M reactions from USPTO patents (1976-2016). (1) Given the reactants [Cl:1][C:2]1[N:7]=[CH:6][C:5]([CH2:8][N:9]2[C:13]3=[C:14]([N+:19]([O-:21])=[O:20])[CH2:15][CH2:16][CH:17]([OH:18])[N:12]3[CH2:11][CH2:10]2)=[CH:4][CH:3]=1.[CH3:22]O, predict the reaction product. The product is: [Cl:1][C:2]1[N:7]=[CH:6][C:5]([CH2:8][N:9]2[C:13]3=[C:14]([N+:19]([O-:21])=[O:20])[CH2:15][CH2:16][CH:17]([O:18][CH3:22])[N:12]3[CH2:11][CH2:10]2)=[CH:4][CH:3]=1. (2) Given the reactants Br[C:2]1[CH:7]=[CH:6][C:5]([CH:8]2[CH2:13][CH2:12][O:11][CH2:10][CH2:9]2)=[CH:4][CH:3]=1.CC1(C)COB(B2OCC(C)(C)CO2)OC1.C([O-])(=O)C.[K+].Br[C:36]1[CH:37]=[C:38]2[C:42](=[CH:43][C:44]=1[Cl:45])[NH:41][CH:40]=[C:39]2[S:46]([OH:49])(=[O:48])=[O:47].C(=O)([O-])[O-].[K+].[K+], predict the reaction product. The product is: [Cl:45][C:44]1[CH:43]=[C:42]2[C:38]([C:39]([S:46]([OH:49])(=[O:48])=[O:47])=[CH:40][NH:41]2)=[CH:37][C:36]=1[C:2]1[CH:7]=[CH:6][C:5]([CH:8]2[CH2:13][CH2:12][O:11][CH2:10][CH2:9]2)=[CH:4][CH:3]=1. (3) Given the reactants [S:1](F)(=[O:10])([C:3]1[CH:8]=[CH:7][C:6]([NH2:9])=[CH:5][CH:4]=1)=[O:2].[CH3:12][N:13]([CH3:17])[CH2:14][CH2:15][NH2:16], predict the reaction product. The product is: [CH3:12][N:13]([CH3:17])[CH2:14][CH2:15][NH:16][S:1](=[O:10])([C:3]1[CH:8]=[CH:7][C:6]([NH2:9])=[CH:5][CH:4]=1)=[O:2]. (4) Given the reactants F[C:2]1[CH:7]=[CH:6][N:5]2[C:8]([C:11]([NH:13][C:14]3[CH:22]=[CH:21][CH:20]=[C:19]4[C:15]=3[C:16]([CH3:33])=[N:17][N:18]4[CH2:23][C:24]3[CH:29]=[CH:28][CH:27]=[C:26]([CH:30]([CH3:32])[CH3:31])[N:25]=3)=[O:12])=[CH:9][N:10]=[C:4]2[CH:3]=1.[CH3:34][C@H:35]1[N:40]([CH3:41])[CH2:39][CH2:38][N:37]([CH2:42][CH2:43][OH:44])[CH2:36]1.CC(C)([O-])C.[K+], predict the reaction product. The product is: [CH3:34][C@H:35]1[N:40]([CH3:41])[CH2:39][CH2:38][N:37]([CH2:42][CH2:43][O:44][C:2]2[CH:7]=[CH:6][N:5]3[C:8]([C:11]([NH:13][C:14]4[CH:22]=[CH:21][CH:20]=[C:19]5[C:15]=4[C:16]([CH3:33])=[N:17][N:18]5[CH2:23][C:24]4[CH:29]=[CH:28][CH:27]=[C:26]([CH:30]([CH3:32])[CH3:31])[N:25]=4)=[O:12])=[CH:9][N:10]=[C:4]3[CH:3]=2)[CH2:36]1.